This data is from Catalyst prediction with 721,799 reactions and 888 catalyst types from USPTO. The task is: Predict which catalyst facilitates the given reaction. Reactant: Cl[CH:2]([C:12]1[CH:13]=[CH:14][C:15](=[O:21])[N:16]([CH:18]([CH3:20])[CH3:19])[N:17]=1)[C:3]([C:5]1[CH:10]=[CH:9][C:8]([F:11])=[CH:7][CH:6]=1)=O.[NH2:22][C:23]([NH2:25])=[S:24].[C:26](=O)([O-])[OH:27].[Na+].O. Product: [F:11][C:8]1[CH:9]=[CH:10][C:5]([C:3]2[N:22]=[C:23]([NH:25][CH:26]=[O:27])[S:24][C:2]=2[C:12]2[CH:13]=[CH:14][C:15](=[O:21])[N:16]([CH:18]([CH3:20])[CH3:19])[N:17]=2)=[CH:6][CH:7]=1. The catalyst class is: 9.